From a dataset of Forward reaction prediction with 1.9M reactions from USPTO patents (1976-2016). Predict the product of the given reaction. (1) Given the reactants [C:1]1([CH:7]([C:13]2[CH:18]=[CH:17][CH:16]=[CH:15][CH:14]=2)[N:8]2[CH2:11][C:10](=O)[CH2:9]2)[CH:6]=[CH:5][CH:4]=[CH:3][CH:2]=1.[CH3:19][C@@H:20]1[NH:25][CH2:24][CH2:23][N:22]([C:26]([O:28][C:29]([CH3:32])([CH3:31])[CH3:30])=[O:27])[CH2:21]1.C(O[BH-](OC(=O)C)OC(=O)C)(=O)C.[Na+].C(=O)([O-])O.[Na+], predict the reaction product. The product is: [C:1]1([CH:7]([C:13]2[CH:18]=[CH:17][CH:16]=[CH:15][CH:14]=2)[N:8]2[CH2:11][CH:10]([N:25]3[CH2:24][CH2:23][N:22]([C:26]([O:28][C:29]([CH3:32])([CH3:31])[CH3:30])=[O:27])[CH2:21][C@@H:20]3[CH3:19])[CH2:9]2)[CH:6]=[CH:5][CH:4]=[CH:3][CH:2]=1. (2) Given the reactants [C:1]([O:5][C:6]([N:8]1[CH2:12][C@@H:11]([CH2:13][NH:14][CH:15]([CH3:17])[CH3:16])[C@H:10]([C:18]([CH3:26])([CH3:25])[O:19][SiH2:20][C:21]([CH3:24])([CH3:23])[CH3:22])[CH2:9]1)=[O:7])([CH3:4])([CH3:3])[CH3:2].[CH3:27][O:28][CH2:29][CH2:30][CH2:31][N:32]1[C:40]2[C:35](=[CH:36][CH:37]=[C:38]([C:41](O)=[O:42])[CH:39]=2)[C:34]([CH3:44])=[CH:33]1.O=C1N(P(Cl)(N2CCOC2=O)=O)CCO1.C(N(CC)CC)C, predict the reaction product. The product is: [C:1]([O:5][C:6]([N:8]1[CH2:12][C@@H:11]([CH2:13][N:14]([CH:15]([CH3:16])[CH3:17])[C:41]([C:38]2[CH:39]=[C:40]3[C:35]([C:34]([CH3:44])=[CH:33][N:32]3[CH2:31][CH2:30][CH2:29][O:28][CH3:27])=[CH:36][CH:37]=2)=[O:42])[C@H:10]([C:18]([CH3:26])([CH3:25])[O:19][SiH2:20][C:21]([CH3:24])([CH3:23])[CH3:22])[CH2:9]1)=[O:7])([CH3:4])([CH3:2])[CH3:3]. (3) Given the reactants [CH2:1]([O:3][C:4](=[O:19])[C@@H:5]([NH:7][C:8](=[O:18])[C@@H:9]([NH2:17])[CH2:10][C:11]1[CH:16]=[CH:15][CH:14]=[CH:13][CH:12]=1)[CH3:6])[CH3:2].CCN(C(C)C)C(C)C.[C:29](Cl)(=[O:36])[C:30]1[CH:35]=[CH:34][CH:33]=[CH:32][CH:31]=1, predict the reaction product. The product is: [CH2:1]([O:3][C:4](=[O:19])[C@@H:5]([NH:7][C:8](=[O:18])[C@@H:9]([NH:17][C:29](=[O:36])[C:30]1[CH:35]=[CH:34][CH:33]=[CH:32][CH:31]=1)[CH2:10][C:11]1[CH:12]=[CH:13][CH:14]=[CH:15][CH:16]=1)[CH3:6])[CH3:2]. (4) Given the reactants [N+:1](=[CH2:3])=[N-:2].[O:4]1[CH:8]=[CH:7][CH:6]=[C:5]1[C:9](Cl)=[O:10], predict the reaction product. The product is: [N+:1](=[CH:3][C:9]([C:5]1[O:4][CH:8]=[CH:7][CH:6]=1)=[O:10])=[N-:2]. (5) Given the reactants [N:1]1([CH2:6][C:7]2[CH:12]=[CH:11][C:10]([C:13]3[CH:17]=[C:16]([CH2:18][CH:19]([CH3:21])[CH3:20])[S:15][C:14]=3[S:22]([NH2:25])(=[O:24])=[O:23])=[CH:9][CH:8]=2)[CH:5]=[CH:4][N:3]=[CH:2]1.[OH-].[Na+].[CH2:28]([N:32]=[C:33]=[O:34])[CH2:29][CH2:30][CH3:31].C(NS(C1SC(CC(C)C)=CC=1C1C=CC(CN2C=CN=C2)=CC=1)(=O)=O)(C)(C)C, predict the reaction product. The product is: [CH2:28]([NH:32][C:33]([NH:25][S:22]([C:14]1[S:15][C:16]([CH2:18][CH:19]([CH3:21])[CH3:20])=[CH:17][C:13]=1[C:10]1[CH:11]=[CH:12][C:7]([CH2:6][N:1]2[CH:5]=[CH:4][N:3]=[CH:2]2)=[CH:8][CH:9]=1)(=[O:24])=[O:23])=[O:34])[CH2:29][CH2:30][CH3:31]. (6) Given the reactants [C:1]([C:3]1[CH:8]=[CH:7][C:6]([N:9]2[CH2:14][CH2:13][CH2:12][C@H:11]([NH:15][C@@H:16]3[CH2:21][CH2:20][CH2:19][CH2:18][C@H:17]3[NH:22]C(=O)CC3C4C(=CC=CC=4)N(C)C=3)[CH2:10]2)=[CH:5][CH:4]=1)#[N:2].[C:36](Cl)(=[O:50])[O:37][CH2:38][C:39]1[CH:44]=[CH:43][C:42]([O:45][C:46]([F:49])([F:48])[F:47])=[CH:41][CH:40]=1, predict the reaction product. The product is: [C:1]([C:3]1[CH:8]=[CH:7][C:6]([N:9]2[CH2:14][CH2:13][CH2:12][C@H:11]([NH:15][C@@H:16]3[CH2:21][CH2:20][CH2:19][CH2:18][C@H:17]3[NH:22][C:36](=[O:50])[O:37][CH2:38][C:39]3[CH:44]=[CH:43][C:42]([O:45][C:46]([F:49])([F:48])[F:47])=[CH:41][CH:40]=3)[CH2:10]2)=[CH:5][CH:4]=1)#[N:2]. (7) Given the reactants [Cl:1][C:2]1[CH:3]=[C:4](/[C:12](=[N:16]\[O:17][CH:18]2[CH2:22][CH2:21][CH2:20][CH2:19]2)/[C:13]([OH:15])=O)[CH:5]=[CH:6][C:7]=1[S:8]([CH3:11])(=[O:10])=[O:9].C(N(CC)C(C)C)(C)C.[NH2:32][C:33]1[S:34][C:35]([C:38]([NH2:40])=[O:39])=[CH:36][N:37]=1, predict the reaction product. The product is: [Cl:1][C:2]1[CH:3]=[C:4](/[C:12](=[N:16]\[O:17][CH:18]2[CH2:22][CH2:21][CH2:20][CH2:19]2)/[C:13]([NH:32][C:33]2[S:34][C:35]([C:38]([NH2:40])=[O:39])=[CH:36][N:37]=2)=[O:15])[CH:5]=[CH:6][C:7]=1[S:8]([CH3:11])(=[O:9])=[O:10].